This data is from Forward reaction prediction with 1.9M reactions from USPTO patents (1976-2016). The task is: Predict the product of the given reaction. (1) Given the reactants [OH:1][CH2:2][CH:3]1[CH2:5][C@@:4]1([C:8]1[C:17]2[C:12](=[CH:13][CH:14]=[CH:15][CH:16]=2)[CH:11]=[CH:10][CH:9]=1)[C:6]#N.C([OH:20])C.[OH-].[Na+].Cl, predict the reaction product. The product is: [C:8]1([C@@:4]23[CH2:5][C@@H:3]2[CH2:2][O:1][C:6]3=[O:20])[C:17]2[C:12](=[CH:13][CH:14]=[CH:15][CH:16]=2)[CH:11]=[CH:10][CH:9]=1. (2) Given the reactants BrC1C=CC(O)=C(C2C=[CH:16][C:15]3[C:10](=[CH:11][CH:12]=[C:13]([C:18]4[N:22]([CH:23]5[CH2:28][CH2:27][CH2:26][CH2:25][CH2:24]5)[C:21]5[CH:29]=[CH:30][C:31]([C:33]([OH:35])=[O:34])=[CH:32][C:20]=5[N:19]=4)[CH:14]=3)[N:9]=2)C=1.[Cl:37][C:38]1[CH:39]=[C:40]([C:45](=O)[CH3:46])[CH:41]=[CH:42][C:43]=1[Cl:44].[OH-].[K+], predict the reaction product. The product is: [CH:23]1([N:22]2[C:21]3[CH:29]=[CH:30][C:31]([C:33]([OH:35])=[O:34])=[CH:32][C:20]=3[N:19]=[C:18]2[C:13]2[CH:14]=[C:15]3[C:10](=[CH:11][CH:12]=2)[N:9]=[C:45]([C:40]2[CH:41]=[CH:42][C:43]([Cl:44])=[C:38]([Cl:37])[CH:39]=2)[CH:46]=[CH:16]3)[CH2:24][CH2:25][CH2:26][CH2:27][CH2:28]1.